From a dataset of Full USPTO retrosynthesis dataset with 1.9M reactions from patents (1976-2016). Predict the reactants needed to synthesize the given product. (1) The reactants are: [O:1]1[CH2:6][CH2:5][CH:4]([CH2:7][O:8][C:9]2[N:14]=[C:13]([C:15]([OH:17])=O)[CH:12]=[CH:11][C:10]=2[C:18]([F:21])([F:20])[F:19])[CH2:3][CH2:2]1.[NH2:22][C@@H:23]([CH2:28][C:29]([CH3:32])([CH3:31])[CH3:30])[C:24]([NH:26][CH3:27])=[O:25]. Given the product [CH3:30][C:29]([CH3:32])([CH3:31])[CH2:28][C@H:23]([NH:22][C:15]([C:13]1[CH:12]=[CH:11][C:10]([C:18]([F:21])([F:20])[F:19])=[C:9]([O:8][CH2:7][CH:4]2[CH2:3][CH2:2][O:1][CH2:6][CH2:5]2)[N:14]=1)=[O:17])[C:24](=[O:25])[NH:26][CH3:27], predict the reactants needed to synthesize it. (2) Given the product [Br:10][C:11]1[CH:12]=[C:13]([NH:17][C:18]2[C:27]3[C:22](=[CH:23][C:24]([O:32][CH3:33])=[C:25]([O:28][CH2:29][CH2:30][N:37]([CH2:38][C:39]([O:41][C:42]([CH3:43])([CH3:45])[CH3:44])=[O:40])[CH2:36][C@@H:35]([OH:34])[CH3:46])[CH:26]=3)[N:21]=[CH:20][N:19]=2)[CH:14]=[CH:15][CH:16]=1, predict the reactants needed to synthesize it. The reactants are: C(N(C(C)C)CC)(C)C.[Br:10][C:11]1[CH:12]=[C:13]([NH:17][C:18]2[C:27]3[C:22](=[CH:23][C:24]([O:32][CH3:33])=[C:25]([O:28][CH2:29][CH2:30]Br)[CH:26]=3)[N:21]=[CH:20][N:19]=2)[CH:14]=[CH:15][CH:16]=1.[OH:34][C@@H:35]([CH3:46])[CH2:36][NH:37][CH2:38][C:39]([O:41][C:42]([CH3:45])([CH3:44])[CH3:43])=[O:40]. (3) Given the product [C:37]1([C:36]([C:43]2[CH:44]=[CH:45][CH:46]=[CH:47][CH:48]=2)([C:49]2[CH:50]=[CH:51][CH:52]=[CH:53][CH:54]=2)[O:12][CH2:11][C@H:9]2[O:10][C@@H:2]([O:1][C:13]3[CH:18]=[CH:17][CH:16]=[CH:15][C:14]=3[CH2:19][C:20]3[CH:21]=[CH:22][C:23]([O:26][CH3:27])=[CH:24][CH:25]=3)[C@H:3]([OH:4])[C@@H:5]([OH:6])[C@@H:7]2[OH:8])[CH:38]=[CH:39][CH:40]=[CH:41][CH:42]=1, predict the reactants needed to synthesize it. The reactants are: [O:1]([C:13]1[CH:18]=[CH:17][CH:16]=[CH:15][C:14]=1[CH2:19][C:20]1[CH:25]=[CH:24][C:23]([O:26][CH3:27])=[CH:22][CH:21]=1)[C@@H:2]1[O:10][C@H:9]([CH2:11][OH:12])[C@@H:7]([OH:8])[C@H:5]([OH:6])[C@H:3]1[OH:4].C(N(CC)CC)C.Cl[C:36]([C:49]1[CH:54]=[CH:53][CH:52]=[CH:51][CH:50]=1)([C:43]1[CH:48]=[CH:47][CH:46]=[CH:45][CH:44]=1)[C:37]1[CH:42]=[CH:41][CH:40]=[CH:39][CH:38]=1.O. (4) Given the product [F:3][C:4]([F:15])([F:16])[O:5][C:6]1[CH:7]=[CH:8][C:9]([C:12]2([C:13]#[N:14])[CH2:20][CH2:19][CH2:18][CH2:22]2)=[CH:10][CH:11]=1, predict the reactants needed to synthesize it. The reactants are: [H-].[Na+].[F:3][C:4]([F:16])([F:15])[O:5][C:6]1[CH:11]=[CH:10][C:9]([CH2:12][C:13]#[N:14])=[CH:8][CH:7]=1.Br[CH:18]([CH3:22])[CH:19](Br)[CH3:20]. (5) Given the product [O:26]1[CH2:27][CH2:28][N:23]([C:2]2[CH:3]=[CH:4][C:5]3[N:11]4[CH2:12][C@H:8]([CH2:9][CH2:10]4)[N:7]([C:13]([NH:15][C:16]4[CH:21]=[N:20][CH:19]=[CH:18][N:17]=4)=[O:14])[C:6]=3[N:22]=2)[CH2:24][CH2:25]1, predict the reactants needed to synthesize it. The reactants are: Cl[C:2]1[CH:3]=[CH:4][C:5]2[N:11]3[CH2:12][C@H:8]([CH2:9][CH2:10]3)[N:7]([C:13]([NH:15][C:16]3[CH:21]=[N:20][CH:19]=[CH:18][N:17]=3)=[O:14])[C:6]=2[N:22]=1.[NH:23]1[CH2:28][CH2:27][O:26][CH2:25][CH2:24]1.C([O-])([O-])=O.[Cs+].[Cs+].CC(C1C=C(C(C)C)C(C2C=CC=CC=2P(C2CCCCC2)C2CCCCC2)=C(C(C)C)C=1)C. (6) Given the product [CH2:11]([O:18][C:19]1[CH:20]=[CH:21][C:22]([C:23]2[NH:10][C:3]3[C:4]([N:9]=2)=[N:5][C:6]([Cl:8])=[CH:7][C:2]=3[Cl:1])=[CH:25][CH:26]=1)[C:12]1[CH:13]=[CH:14][CH:15]=[CH:16][CH:17]=1, predict the reactants needed to synthesize it. The reactants are: [Cl:1][C:2]1[CH:7]=[C:6]([Cl:8])[N:5]=[C:4]([NH2:9])[C:3]=1[NH2:10].[CH2:11]([O:18][C:19]1[CH:26]=[CH:25][C:22]([CH:23]=O)=[CH:21][CH:20]=1)[C:12]1[CH:17]=[CH:16][CH:15]=[CH:14][CH:13]=1.C(OI(C1C=CC=CC=1)OC(=O)C)(=O)C. (7) Given the product [Cl:18][C:19]1[CH:20]=[C:21]([CH:22]=[CH:23][CH:24]=1)[O:45][C:42]1[CH:43]=[CH:44][C:39]([C:36]23[CH2:37][CH2:38][CH:33]([N:30]4[CH2:31][CH2:32][S:27](=[O:46])(=[O:26])[N:28]=[C:29]42)[CH2:34][CH2:35]3)=[CH:40][CH:41]=1, predict the reactants needed to synthesize it. The reactants are: N1C=CC=CC=1C(O)=O.P([O-])([O-])([O-])=O.[K+].[K+].[K+].[Cl:18][C:19]1[CH:24]=[CH:23][CH:22]=[C:21](I)[CH:20]=1.[O:26]=[S:27]1(=[O:46])[CH2:32][CH2:31][N:30]2[CH:33]3[CH2:38][CH2:37][C:36]([C:39]4[CH:44]=[CH:43][C:42]([OH:45])=[CH:41][CH:40]=4)([C:29]2=[N:28]1)[CH2:35][CH2:34]3. (8) Given the product [Cl:30][C:31]1[CH:36]=[C:35]([C:4]2[CH:5]=[CH:6][CH:7]=[C:2]([F:1])[CH:3]=2)[C:34]([Cl:38])=[CH:33][N:32]=1, predict the reactants needed to synthesize it. The reactants are: [F:1][C:2]1[CH:3]=[C:4](B(O)O)[CH:5]=[CH:6][CH:7]=1.C1(P(C2CCCCC2)C2CCCCC2)CCCCC1.[Cl:30][C:31]1[CH:36]=[C:35](I)[C:34]([Cl:38])=[CH:33][N:32]=1.P([O-])([O-])([O-])=O.[K+].[K+].[K+]. (9) Given the product [NH2:1][C:2]1[C:7]2=[C:8]([C:14]3[CH:15]=[CH:16][C:17]([NH:20][C:21]([NH:23][C:24]4[CH:29]=[CH:28][CH:27]=[C:26]([C:30]([F:32])([F:33])[F:31])[N:25]=4)=[O:22])=[CH:18][CH:19]=3)[CH:9]=[C:10]([C:11]([NH:37][CH2:36][C:35]([F:39])([F:38])[F:34])=[O:12])[N:6]2[N:5]=[CH:4][N:3]=1, predict the reactants needed to synthesize it. The reactants are: [NH2:1][C:2]1[C:7]2=[C:8]([C:14]3[CH:19]=[CH:18][C:17]([NH:20][C:21]([NH:23][C:24]4[CH:29]=[CH:28][CH:27]=[C:26]([C:30]([F:33])([F:32])[F:31])[N:25]=4)=[O:22])=[CH:16][CH:15]=3)[CH:9]=[C:10]([C:11](O)=[O:12])[N:6]2[N:5]=[CH:4][N:3]=1.[F:34][C:35]([F:39])([F:38])[CH2:36][NH2:37].F[P-](F)(F)(F)(F)F.N1(O[P+](N(C)C)(N(C)C)N(C)C)C2C=CC=CC=2N=N1.CN1CCOCC1.